From a dataset of Human liver microsome stability data. Regression/Classification. Given a drug SMILES string, predict its absorption, distribution, metabolism, or excretion properties. Task type varies by dataset: regression for continuous measurements (e.g., permeability, clearance, half-life) or binary classification for categorical outcomes (e.g., BBB penetration, CYP inhibition). Dataset: hlm. (1) The molecule is Cc1ccc(S(=O)(=O)N[C@@H](C(=O)Nc2ccc(C(=N)N)cc2)C2CCCCC2)cc1. The result is 0 (unstable in human liver microsomes). (2) The drug is Oc1ccc(Cl)c2c1CNC(CN1CCC3(CCc4ccccc43)CC1)C2. The result is 1 (stable in human liver microsomes). (3) The molecule is COc1cccc(N(CCO)C(=O)Nc2ccc(-c3ncnc4[nH]cc(C)c34)cc2)c1. The result is 0 (unstable in human liver microsomes). (4) The drug is CC(C)N1C(=O)C(=O)N=C1N=C(NCCN1CCCC1)Nc1ccc(Cl)c(Cl)c1. The result is 0 (unstable in human liver microsomes). (5) The compound is COc1cc2c(Nc3c(F)ccc(O)c3C)ncnc2cc1OCCN1CCCC1C(F)(F)F. The result is 1 (stable in human liver microsomes). (6) The molecule is NS(=O)(=O)CC(=O)NCCSc1nonc1C(=NO)Nc1cccc(C(F)F)c1. The result is 0 (unstable in human liver microsomes). (7) The drug is CCN(N=c1c(O)c(O)c1=Nc1cccc(C(=O)N(C)C)c1O)c1ccccc1. The result is 0 (unstable in human liver microsomes). (8) The compound is CC(=O)O[C@H]1C[C@H]2[C@@H]([C@H](OC(C)=O)C[C@@H]3CC4(CC[C@@]32C)OOC2(CCC(C(=O)NCCN(C)C)CC2)OO4)[C@@H]2CC[C@H]([C@H](C)CCC(=O)NCCN(C)C)[C@@]12C. The result is 0 (unstable in human liver microsomes). (9) The drug is Cc1ccccc1S(=O)(=O)N1CCN(c2ccc(C(=O)NCc3cncs3)nn2)CC1. The result is 1 (stable in human liver microsomes). (10) The molecule is CCOc1nc(NC(=O)C2(NC(=O)c3ccc4c(C5CCCC5)c(-c5ncc(Cl)cn5)n(C)c4c3)CCC2)ccc1C=CC(=O)O. The result is 0 (unstable in human liver microsomes).